Dataset: TCR-epitope binding with 47,182 pairs between 192 epitopes and 23,139 TCRs. Task: Binary Classification. Given a T-cell receptor sequence (or CDR3 region) and an epitope sequence, predict whether binding occurs between them. (1) The epitope is GTSGSPIINR. The TCR CDR3 sequence is CASSLGLGLYEQYF. Result: 1 (the TCR binds to the epitope). (2) The epitope is FLPRVFSAV. The TCR CDR3 sequence is CASVPSPGSPYNEQFF. Result: 1 (the TCR binds to the epitope).